Dataset: Full USPTO retrosynthesis dataset with 1.9M reactions from patents (1976-2016). Task: Predict the reactants needed to synthesize the given product. (1) The reactants are: [NH2:1][CH2:2][CH2:3][C:4]1[CH:5]=[C:6]([CH:38]=[CH:39][CH:40]=1)[O:7][CH2:8][CH2:9][CH2:10][N:11]([CH2:26][C:27]1[CH:32]=[CH:31][CH:30]=[C:29]([C:33]([F:36])([F:35])[F:34])[C:28]=1[Cl:37])[CH2:12][CH:13]([C:20]1[CH:25]=[CH:24][CH:23]=[CH:22][CH:21]=1)[C:14]1[CH:19]=[CH:18][CH:17]=[CH:16][CH:15]=1.Cl[C:42]1[N:47]=[CH:46][CH:45]=[CH:44][N:43]=1.C(N(CC)CC)C. Given the product [ClH:37].[Cl:37][C:28]1[C:29]([C:33]([F:34])([F:35])[F:36])=[CH:30][CH:31]=[CH:32][C:27]=1[CH2:26][N:11]([CH2:12][CH:13]([C:20]1[CH:25]=[CH:24][CH:23]=[CH:22][CH:21]=1)[C:14]1[CH:15]=[CH:16][CH:17]=[CH:18][CH:19]=1)[CH2:10][CH2:9][CH2:8][O:7][C:6]1[CH:5]=[C:4]([CH2:3][CH2:2][NH:1][C:42]2[N:47]=[CH:46][CH:45]=[CH:44][N:43]=2)[CH:40]=[CH:39][CH:38]=1, predict the reactants needed to synthesize it. (2) Given the product [OH:23]/[N:22]=[CH:1]/[C:3]1[CH:16]=[CH:15][C:6]([C:7]([NH:9][CH2:10][Si:11]([CH3:14])([CH3:13])[CH3:12])=[O:8])=[CH:5][C:4]=1[C:17]([F:20])([F:19])[F:18], predict the reactants needed to synthesize it. The reactants are: [CH:1]([C:3]1[CH:16]=[CH:15][C:6]([C:7]([NH:9][CH2:10][Si:11]([CH3:14])([CH3:13])[CH3:12])=[O:8])=[CH:5][C:4]=1[C:17]([F:20])([F:19])[F:18])=O.Cl.[NH2:22][OH:23].C([O-])(=O)C.[Na+]. (3) Given the product [N:1]1[C:10]2[C:5](=[C:6]([NH:11][CH2:12][C:13]([C:28]([F:30])([F:29])[F:31])([OH:27])[CH2:14][C:15]([C:18]3[CH:23]=[C:22]([F:24])[CH:21]=[CH:20][C:19]=3[OH:25])([CH3:17])[CH3:16])[CH:7]=[CH:8][CH:9]=2)[N:4]=[CH:3][CH:2]=1, predict the reactants needed to synthesize it. The reactants are: [N:1]1[C:10]2[C:5](=[C:6]([NH:11][CH2:12][C:13]([C:28]([F:31])([F:30])[F:29])([OH:27])[CH2:14][C:15]([C:18]3[CH:23]=[C:22]([F:24])[CH:21]=[CH:20][C:19]=3[O:25]C)([CH3:17])[CH3:16])[CH:7]=[CH:8][CH:9]=2)[N:4]=[CH:3][CH:2]=1.B(Br)(Br)Br.C(OCC)(=O)C.C([O-])(O)=O.[Na+]. (4) Given the product [CH2:15]([C@H:16]1[C:5]2[NH:6][CH:7]=[N:8][C:4]=2[CH2:3][C@@H:2]([C:9]([OH:11])=[O:10])[NH:1]1)[CH3:14], predict the reactants needed to synthesize it. The reactants are: [NH2:1][C@H:2]([C:9]([OH:11])=[O:10])[CH2:3][C:4]1[N:8]=[CH:7][NH:6][CH:5]=1.[OH-].[Na+].[CH:14](=O)[CH2:15][CH3:16].Cl. (5) The reactants are: [F:1][C:2]1[CH:7]=[CH:6][C:5]([C:8]2[CH:16]=[C:15]([CH:17]([O:25][CH2:26][CH2:27][N:28]3[CH:32]=[CH:31][N:30]=[CH:29]3)[C:18]3[CH:23]=[CH:22][C:21]([F:24])=[CH:20][CH:19]=3)[CH:14]=[CH:13][C:9]=2[C:10](O)=[O:11])=[CH:4][CH:3]=1.[NH2:33][C@@H:34]([CH2:45][CH2:46][S:47][CH3:48])[C:35]([O:37][CH:38]1[CH2:43][CH2:42][N:41]([CH3:44])[CH2:40][CH2:39]1)=[O:36]. Given the product [F:1][C:2]1[CH:7]=[CH:6][C:5]([C:8]2[CH:16]=[C:15]([CH:17]([O:25][CH2:26][CH2:27][N:28]3[CH:32]=[CH:31][N:30]=[CH:29]3)[C:18]3[CH:23]=[CH:22][C:21]([F:24])=[CH:20][CH:19]=3)[CH:14]=[CH:13][C:9]=2[C:10]([NH:33][C@@H:34]([CH2:45][CH2:46][S:47][CH3:48])[C:35]([O:37][CH:38]2[CH2:39][CH2:40][N:41]([CH3:44])[CH2:42][CH2:43]2)=[O:36])=[O:11])=[CH:4][CH:3]=1, predict the reactants needed to synthesize it. (6) Given the product [Br:1][C:2]1[CH:11]=[CH:10][C:5]2[C:6](=[O:9])[O:7][CH2:8][C:4]=2[C:3]=1[I:12], predict the reactants needed to synthesize it. The reactants are: [Br:1][C:2]1[CH:11]=[CH:10][C:5]2[C:6](=[O:9])[O:7][CH2:8][C:4]=2[CH:3]=1.[I:12]N1C(=O)CCC1=O. (7) Given the product [C:7]1([C@H:5]([N:4]2[CH2:3][CH:20]=[C:19]([C:18]([O:22][CH3:23])=[O:21])[CH2:13]2)[CH3:6])[CH:8]=[CH:9][CH:10]=[CH:11][CH:12]=1, predict the reactants needed to synthesize it. The reactants are: CO[CH2:3][N:4]([CH2:13][Si](C)(C)C)[C@@H:5]([C:7]1[CH:12]=[CH:11][CH:10]=[CH:9][CH:8]=1)[CH3:6].[C:18]([O:22][CH3:23])(=[O:21])[C:19]#[CH:20]. (8) Given the product [Cl:1][C:2]1[CH:3]=[C:4]([C:5](=[O:7])[CH3:13])[CH:8]=[C:9]([O:11][CH3:12])[N:10]=1, predict the reactants needed to synthesize it. The reactants are: [Cl:1][C:2]1[CH:3]=[C:4]([CH:8]=[C:9]([O:11][CH3:12])[N:10]=1)[C:5]([OH:7])=O.[C:13](N1C=CN=C1)(N1C=CN=C1)=O.CNOC.C[Mg]I. (9) Given the product [CH3:30][O:31][C:2]1[C:28]([CH3:29])=[CH:27][C:5]2[N:6]=[C:7]3[C:12]([N:13]([CH2:14][CH2:15][CH2:16][CH2:17][CH2:18][CH2:19][C:20]([OH:22])=[O:21])[C:4]=2[CH:3]=1)=[N:11][C:10](=[O:25])[NH:9][C:8]3=[O:26], predict the reactants needed to synthesize it. The reactants are: Cl[C:2]1[C:28]([CH3:29])=[CH:27][C:5]2[N:6]=[C:7]3[C:12]([N:13]([CH2:14][CH2:15][CH2:16][CH2:17][CH2:18][CH2:19][C:20]([O:22]CC)=[O:21])[C:4]=2[CH:3]=1)=[N:11][C:10](=[O:25])[NH:9][C:8]3=[O:26].[CH3:30][O-:31].[Na+].C(O)(=O)C.